This data is from Peptide-MHC class II binding affinity with 134,281 pairs from IEDB. The task is: Regression. Given a peptide amino acid sequence and an MHC pseudo amino acid sequence, predict their binding affinity value. This is MHC class II binding data. The peptide sequence is YDKFLANVSTVLTFK. The MHC is DRB1_1001 with pseudo-sequence DRB1_1001. The binding affinity (normalized) is 0.700.